This data is from Forward reaction prediction with 1.9M reactions from USPTO patents (1976-2016). The task is: Predict the product of the given reaction. (1) Given the reactants [Si]([O:8][CH2:9][C:10]1([CH3:36])[S:16][CH2:15][CH2:14][N:13]2[C:17]([C:20]3([C:23]4[CH:28]=[CH:27][C:26]([C:29]5[CH:34]=[CH:33][C:32]([Cl:35])=[CH:31][N:30]=5)=[CH:25][CH:24]=4)[CH2:22][CH2:21]3)=[N:18][N:19]=[C:12]2[CH2:11]1)(C(C)(C)C)(C)C.Cl, predict the reaction product. The product is: [Cl:35][C:32]1[CH:33]=[CH:34][C:29]([C:26]2[CH:27]=[CH:28][C:23]([C:20]3([C:17]4[N:13]5[CH2:14][CH2:15][S:16][C:10]([CH2:9][OH:8])([CH3:36])[CH2:11][C:12]5=[N:19][N:18]=4)[CH2:22][CH2:21]3)=[CH:24][CH:25]=2)=[N:30][CH:31]=1. (2) Given the reactants [NH2:1][C:2]1[CH:3]=[C:4]([O:16][CH3:17])[CH:5]=[C:6]2[C:10]=1[NH:9][C:8]([C:11]([O:13][CH2:14][CH3:15])=[O:12])=[CH:7]2.[S:18]1[CH:22]=[CH:21][CH:20]=[C:19]1[S:23](Cl)(=[O:25])=[O:24], predict the reaction product. The product is: [CH3:17][O:16][C:4]1[CH:5]=[C:6]2[C:10](=[C:2]([NH:1][S:23]([C:19]3[S:18][CH:22]=[CH:21][CH:20]=3)(=[O:25])=[O:24])[CH:3]=1)[NH:9][C:8]([C:11]([O:13][CH2:14][CH3:15])=[O:12])=[CH:7]2.